This data is from Full USPTO retrosynthesis dataset with 1.9M reactions from patents (1976-2016). The task is: Predict the reactants needed to synthesize the given product. Given the product [I:28][C:3]1[CH:4]=[N:5][N:6]([CH2:7][C:8]23[CH2:17][CH:12]4[CH2:13][CH:14]([CH2:16][C:10]([O:18][CH2:19][CH2:20][O:21][CH2:22][CH2:23][O:24][CH2:25][CH2:26][OH:27])([CH2:11]4)[CH2:9]2)[CH2:15]3)[C:2]=1[CH3:1], predict the reactants needed to synthesize it. The reactants are: [CH3:1][C:2]1[N:6]([CH2:7][C:8]23[CH2:17][CH:12]4[CH2:13][CH:14]([CH2:16][C:10]([O:18][CH2:19][CH2:20][O:21][CH2:22][CH2:23][O:24][CH2:25][CH2:26][OH:27])([CH2:11]4)[CH2:9]2)[CH2:15]3)[N:5]=[CH:4][CH:3]=1.[I:28]N1C(=O)CCC1=O.